Dataset: Forward reaction prediction with 1.9M reactions from USPTO patents (1976-2016). Task: Predict the product of the given reaction. (1) Given the reactants [CH3:1][C:2]1[CH:7]=[CH:6][C:5]([O:8][C:9]2[N:14]=[CH:13][C:12]([NH:15][C:16]([C:18]3([NH:22]C(=O)OC(C)(C)C)[CH2:21][CH2:20]C3)=[O:17])=[CH:11][CH:10]=2)=[CH:4][C:3]=1[O:30][CH3:31].CC1C=CC(OC2N=CC(NC(C3(NC(=O)OC(C)(C)C)CC3)=O)=CC=2)=CC=1OC, predict the reaction product. The product is: [NH2:22][C:18]1([C:16]([NH:15][C:12]2[CH:13]=[N:14][C:9]([O:8][C:5]3[CH:6]=[CH:7][C:2]([CH3:1])=[C:3]([O:30][CH3:31])[CH:4]=3)=[CH:10][CH:11]=2)=[O:17])[CH2:21][CH2:20]1. (2) Given the reactants [O:1]1[C:5]2([CH2:10][CH2:9][C:8]([C:11]3[CH:16]=[CH:15][N:14]=[CH:13][CH:12]=3)=[CH:7][CH2:6]2)[O:4][CH2:3][CH2:2]1, predict the reaction product. The product is: [O:1]1[C:5]2([CH2:6][CH2:7][CH:8]([C:11]3[CH:12]=[CH:13][N:14]=[CH:15][CH:16]=3)[CH2:9][CH2:10]2)[O:4][CH2:3][CH2:2]1. (3) Given the reactants [CH3:1][C:2]1([CH3:25])[C:6]([C:7]2[CH:12]=[C:11]([C:13]([O:15][CH3:16])=[O:14])[CH:10]=[CH:9][C:8]=2[C:17]2[CH:22]=[CH:21][CH:20]=[C:19]([O:23][CH3:24])[CH:18]=2)=[CH:5][CH2:4][CH2:3]1, predict the reaction product. The product is: [CH3:1][C:2]1([CH3:25])[CH2:3][CH2:4][CH2:5][CH:6]1[C:7]1[CH:12]=[C:11]([C:13]([O:15][CH3:16])=[O:14])[CH:10]=[CH:9][C:8]=1[C:17]1[CH:22]=[CH:21][CH:20]=[C:19]([O:23][CH3:24])[CH:18]=1. (4) Given the reactants [C:1]([O:5][C:6]([NH:8][CH2:9][CH2:10][CH2:11][CH2:12][C:13]1[CH:23]=[CH:22][C:16]([O:17][CH2:18][C:19]([OH:21])=O)=[CH:15][CH:14]=1)=[O:7])([CH3:4])([CH3:3])[CH3:2].C1C=NC2N(O)N=NC=2C=1.C(N(C(C)C)CC)(C)C.CCN=C=NCCCN(C)C.Cl.S(O)(O)(=O)=O.[NH2:60][C:61]1[NH:62][CH:63]=[CH:64][N:65]=1, predict the reaction product. The product is: [C:1]([O:5][C:6](=[O:7])[NH:8][CH2:9][CH2:10][CH2:11][CH2:12][C:13]1[CH:14]=[CH:15][C:16]([O:17][CH2:18][C:19](=[O:21])[NH:60][C:61]2[NH:62][CH:63]=[CH:64][N:65]=2)=[CH:22][CH:23]=1)([CH3:2])([CH3:3])[CH3:4].